From a dataset of Full USPTO retrosynthesis dataset with 1.9M reactions from patents (1976-2016). Predict the reactants needed to synthesize the given product. (1) The reactants are: [CH:1]([C:3]1[CH:4]=[C:5]2[C:10](=[CH:11][CH:12]=1)[C@H:9]([NH:13][C:14]([C@H:16]1[C@@H:20]([CH2:21][S:22]([C:25]3[CH:34]=[CH:33][C:32]4[C:27](=[CH:28][CH:29]=[CH:30][CH:31]=4)[CH:26]=3)(=[O:24])=[O:23])[O:19][C:18]([CH3:36])([CH3:35])[O:17]1)=[O:15])[CH2:8][CH2:7][CH2:6]2)=O.[CH3:37][CH:38]1[CH2:43][CH2:42][CH2:41][CH:40]([CH3:44])[NH:39]1.C(O[BH-](OC(=O)C)OC(=O)C)(=O)C.[Na+]. Given the product [CH3:37][CH:38]1[CH2:43][CH2:42][CH2:41][CH:40]([CH3:44])[N:39]1[CH2:1][C:3]1[CH:4]=[C:5]2[C:10](=[CH:11][CH:12]=1)[C@H:9]([NH:13][C:14]([C@H:16]1[C@@H:20]([CH2:21][S:22]([C:25]3[CH:34]=[CH:33][C:32]4[C:27](=[CH:28][CH:29]=[CH:30][CH:31]=4)[CH:26]=3)(=[O:24])=[O:23])[O:19][C:18]([CH3:35])([CH3:36])[O:17]1)=[O:15])[CH2:8][CH2:7][CH2:6]2, predict the reactants needed to synthesize it. (2) Given the product [NH2:15][C:12]1[CH:13]=[CH:14][C:9]([CH2:8][C:2]([CH3:1])([CH3:22])[C:3]([O:5][CH2:6][CH3:7])=[O:4])=[C:10]([C:18]([F:19])([F:20])[F:21])[CH:11]=1, predict the reactants needed to synthesize it. The reactants are: [CH3:1][C:2]([CH3:22])([CH2:8][C:9]1[CH:14]=[CH:13][C:12]([N+:15]([O-])=O)=[CH:11][C:10]=1[C:18]([F:21])([F:20])[F:19])[C:3]([O:5][CH2:6][CH3:7])=[O:4]. (3) The reactants are: [NH:1]1[CH2:5][CH2:4][C@@H:3]([NH:6][C:7]([C:9]2[C:13]3[N:14]=[CH:15][N:16]=[C:17]([C:18]4[C:26]5[O:25][CH2:24][O:23][C:22]=5[CH:21]=[CH:20][C:19]=4[O:27][CH2:28][CH2:29][CH2:30][CH3:31])[C:12]=3[NH:11][CH:10]=2)=[O:8])[CH2:2]1.[C:32](Cl)(=[O:35])[CH2:33][CH3:34]. Given the product [C:32]([N:1]1[CH2:5][CH2:4][C@@H:3]([NH:6][C:7]([C:9]2[C:13]3[N:14]=[CH:15][N:16]=[C:17]([C:18]4[C:26]5[O:25][CH2:24][O:23][C:22]=5[CH:21]=[CH:20][C:19]=4[O:27][CH2:28][CH2:29][CH2:30][CH3:31])[C:12]=3[NH:11][CH:10]=2)=[O:8])[CH2:2]1)(=[O:35])[CH2:33][CH3:34], predict the reactants needed to synthesize it. (4) Given the product [CH3:17][O:18][C:19]1[C:20]([S:11][C:5]2[NH:6][C:7]3[C:3]([N:4]=2)=[C:2]([NH2:1])[N:10]=[CH:9][N:8]=3)=[CH:21][C:22]([O:31][CH3:32])=[CH:23][C:24]=1[C:25]1[CH:30]=[CH:29][CH:28]=[CH:27][CH:26]=1, predict the reactants needed to synthesize it. The reactants are: [NH2:1][C:2]1[N:10]=[CH:9][N:8]=[C:7]2[C:3]=1[NH:4][C:5](=[S:11])[NH:6]2.F[B-](F)(F)F.[CH3:17][O:18][C:19]1[C:24]([C:25]2[CH:30]=[CH:29][CH:28]=[CH:27][CH:26]=2)=[CH:23][C:22]([O:31][CH3:32])=[CH:21][C:20]=1[N+]#N.C([O-])(O)=O.[Na+]. (5) Given the product [F:43][C:42]1[C:37]([B:25]([C:24]2[C:19]([F:18])=[C:20]([F:51])[C:21]([F:50])=[C:22]([F:49])[C:23]=2[F:48])[C:26]2[C:27]([F:36])=[C:28]([F:35])[C:29]([F:34])=[C:30]([F:33])[C:31]=2[F:32])=[C:38]([F:47])[C:39]([F:46])=[C:40]([F:45])[C:41]=1[F:44].[F:43][C:42]1[C:37]([B:25]([C:24]2[C:19]([F:18])=[C:20]([F:51])[C:21]([F:50])=[C:22]([F:49])[C:23]=2[F:48])[C:26]2[C:27]([F:36])=[C:28]([F:35])[C:29]([F:34])=[C:30]([F:33])[C:31]=2[F:32])=[C:38]([F:47])[C:39]([F:46])=[C:40]([F:45])[C:41]=1[F:44].[CH2:72]([NH+:70]([CH2:52][CH2:53][CH2:54][CH2:55][CH2:56][CH2:57][CH2:58][CH2:59][CH2:60][CH2:61][CH2:62][CH2:63][CH2:64][CH2:65][CH2:66][CH2:67][CH2:68][CH3:69])[CH3:71])[CH2:73][CH2:74][CH2:75][CH2:76][CH2:77][CH2:78][CH2:79][CH2:80][CH2:81][CH2:82][CH2:83][CH2:84][CH2:85][CH2:86][CH2:87][CH2:88][CH3:89].[C:1]1([C:7]2[N:8]=[CH:9][N-:10][C:11]=2[C:12]2[CH:13]=[CH:14][CH:15]=[CH:16][CH:17]=2)[CH:6]=[CH:5][CH:4]=[CH:3][CH:2]=1, predict the reactants needed to synthesize it. The reactants are: [C:1]1([C:7]2[N:8]=[CH:9][NH:10][C:11]=2[C:12]2[CH:17]=[CH:16][CH:15]=[CH:14][CH:13]=2)[CH:6]=[CH:5][CH:4]=[CH:3][CH:2]=1.[F:18][C:19]1[C:24]([B:25]([C:37]2[C:42]([F:43])=[C:41]([F:44])[C:40]([F:45])=[C:39]([F:46])[C:38]=2[F:47])[C:26]2[C:31]([F:32])=[C:30]([F:33])[C:29]([F:34])=[C:28]([F:35])[C:27]=2[F:36])=[C:23]([F:48])[C:22]([F:49])=[C:21]([F:50])[C:20]=1[F:51].[CH2:52]([N:70]([CH2:72][CH2:73][CH2:74][CH2:75][CH2:76][CH2:77][CH2:78][CH2:79][CH2:80][CH2:81][CH2:82][CH2:83][CH2:84][CH2:85][CH2:86][CH2:87][CH2:88][CH3:89])[CH3:71])[CH2:53][CH2:54][CH2:55][CH2:56][CH2:57][CH2:58][CH2:59][CH2:60][CH2:61][CH2:62][CH2:63][CH2:64][CH2:65][CH2:66][CH2:67][CH2:68][CH3:69].